This data is from Full USPTO retrosynthesis dataset with 1.9M reactions from patents (1976-2016). The task is: Predict the reactants needed to synthesize the given product. (1) Given the product [C:1]([O:5][C:6]([N:8]1[CH2:20][C@@H:19]([CH3:21])[N:18]2[C@H:10]([CH2:11][C:12]3[C:17]2=[N:16][C:15]([CH3:22])=[C:14]([Cl:23])[CH:13]=3)[CH2:9]1)=[O:7])([CH3:4])([CH3:3])[CH3:2], predict the reactants needed to synthesize it. The reactants are: [C:1]([O:5][C:6]([N:8]1[CH2:20][C@@H:19]([CH3:21])[N:18]2[C:10](=[CH:11][C:12]3[C:17]2=[N:16][C:15]([CH3:22])=[CH:14][CH:13]=3)[CH2:9]1)=[O:7])([CH3:4])([CH3:3])[CH3:2].[Cl:23]N1C(=O)CCC1=O. (2) Given the product [CH2:17]([C:21]1[CH:22]=[C:23]2[C:27](=[CH:28][CH:29]=1)[NH:26][C:25](=[O:30])[C:24]2=[CH:7][C:6]1[CH:5]=[C:4]([CH:1]([CH3:3])[CH3:2])[C:11]([O:12][CH3:13])=[C:10]([CH:14]([CH3:16])[CH3:15])[CH:9]=1)[CH2:18][CH2:19][CH3:20], predict the reactants needed to synthesize it. The reactants are: [CH:1]([C:4]1[CH:5]=[C:6]([CH:9]=[C:10]([CH:14]([CH3:16])[CH3:15])[C:11]=1[O:12][CH3:13])[CH:7]=O)([CH3:3])[CH3:2].[CH2:17]([C:21]1[CH:22]=[C:23]2[C:27](=[CH:28][CH:29]=1)[NH:26][C:25](=[O:30])[CH2:24]2)[CH2:18][CH2:19][CH3:20].